From a dataset of Reaction yield outcomes from USPTO patents with 853,638 reactions. Predict the reaction yield, written as a fraction of the theoretical maximum amount of product (1.0 means a 100% yield; for example, 0.34 means a 34% yield). The reactants are I[C:2]1[N:6]2[CH:7]=[C:8]([C:11]([O:13][CH3:14])=[O:12])[CH:9]=[CH:10][C:5]2=[N:4][CH:3]=1.[CH3:15][O:16][C:17]1[CH:22]=[CH:21][C:20](B(O)O)=[CH:19][CH:18]=1.C(=O)([O-])[O-].[Na+].[Na+].COCCOC. The catalyst is C(OCC)(=O)C.C1C=CC([P]([Pd]([P](C2C=CC=CC=2)(C2C=CC=CC=2)C2C=CC=CC=2)([P](C2C=CC=CC=2)(C2C=CC=CC=2)C2C=CC=CC=2)[P](C2C=CC=CC=2)(C2C=CC=CC=2)C2C=CC=CC=2)(C2C=CC=CC=2)C2C=CC=CC=2)=CC=1. The product is [CH3:15][O:16][C:17]1[CH:22]=[CH:21][C:20]([C:2]2[N:6]3[CH:7]=[C:8]([C:11]([O:13][CH3:14])=[O:12])[CH:9]=[CH:10][C:5]3=[N:4][CH:3]=2)=[CH:19][CH:18]=1. The yield is 0.560.